This data is from Reaction yield outcomes from USPTO patents with 853,638 reactions. The task is: Predict the reaction yield, written as a fraction of the theoretical maximum amount of product (1.0 means a 100% yield; for example, 0.34 means a 34% yield). The reactants are O.[OH-].[Li+].[CH3:4][CH:5]([O:7][C@H:8]([CH3:40])[C@@H:9]([C:36]([O:38]C)=[O:37])[NH:10][C:11]([C:13]1[C:22]([NH:23][C:24]([NH:26][C:27]2[C:32]([CH3:33])=[CH:31][C:30]([CH3:34])=[CH:29][C:28]=2[CH3:35])=[O:25])=[CH:21][C:20]2[C:15](=[CH:16][CH:17]=[CH:18][CH:19]=2)[CH:14]=1)=[O:12])[CH3:6].O.Cl. The catalyst is O1CCOCC1. The product is [CH3:6][CH:5]([O:7][C@H:8]([CH3:40])[C@@H:9]([C:36]([OH:38])=[O:37])[NH:10][C:11]([C:13]1[C:22]([NH:23][C:24]([NH:26][C:27]2[C:32]([CH3:33])=[CH:31][C:30]([CH3:34])=[CH:29][C:28]=2[CH3:35])=[O:25])=[CH:21][C:20]2[C:15](=[CH:16][CH:17]=[CH:18][CH:19]=2)[CH:14]=1)=[O:12])[CH3:4]. The yield is 0.180.